Predict which catalyst facilitates the given reaction. From a dataset of Catalyst prediction with 721,799 reactions and 888 catalyst types from USPTO. (1) Reactant: [C:1]([CH2:3][C:4]([OH:6])=O)#[N:2].C(OC(=O)C)(=O)C.[C:14]1([NH:20][C:21]([NH2:23])=[O:22])[CH:19]=[CH:18][CH:17]=[CH:16][CH:15]=1.CC(O)C. Product: [C:1]([CH2:3][C:4]([NH:23][C:21]([NH:20][C:14]1[CH:19]=[CH:18][CH:17]=[CH:16][CH:15]=1)=[O:22])=[O:6])#[N:2]. The catalyst class is: 15. (2) Reactant: [C:1]([O:5][C:6]([N:8]1[CH2:13][CH2:12][N:11]([C:14]2[CH:19]=[CH:18][C:17]([C:20](=[NH:23])[NH:21][OH:22])=[CH:16][C:15]=2[F:24])[CH2:10][CH2:9]1)=[O:7])([CH3:4])([CH3:3])[CH3:2].CCN(C(C)C)[CH:28]([CH3:30])[CH3:29].C(Cl)(=O)CC. Product: [C:1]([O:5][C:6]([N:8]1[CH2:9][CH2:10][N:11]([C:14]2[CH:19]=[CH:18][C:17]([C:20]3[N:23]=[C:29]([CH2:28][CH3:30])[O:22][N:21]=3)=[CH:16][C:15]=2[F:24])[CH2:12][CH2:13]1)=[O:7])([CH3:4])([CH3:2])[CH3:3]. The catalyst class is: 1. (3) Reactant: Cl[C:2]([O:4][C:5]1[CH:10]=[CH:9][C:8]([N+:11]([O-:13])=[O:12])=[CH:7][CH:6]=1)=[O:3].[NH2:14][C@H:15]1[CH2:20][CH2:19][CH2:18][N:17]([C:21]([O:23][C:24]([CH3:27])([CH3:26])[CH3:25])=[O:22])[CH2:16]1.N1C=CC=CC=1. Product: [N+:11]([C:8]1[CH:9]=[CH:10][C:5]([O:4][C:2]([NH:14][C@H:15]2[CH2:20][CH2:19][CH2:18][N:17]([C:21]([O:23][C:24]([CH3:27])([CH3:26])[CH3:25])=[O:22])[CH2:16]2)=[O:3])=[CH:6][CH:7]=1)([O-:13])=[O:12]. The catalyst class is: 2. (4) Reactant: [NH2:1][C:2]1[C:3]([C:10]([O:12][CH3:13])=[O:11])=[N:4][C:5]([Cl:9])=[C:6]([NH2:8])[N:7]=1.Br[CH2:15][CH:16](OC)OC. Product: [NH2:1][C:2]1[N:7]2[CH:15]=[CH:16][N:8]=[C:6]2[C:5]([Cl:9])=[N:4][C:3]=1[C:10]([O:12][CH3:13])=[O:11]. The catalyst class is: 10. (5) Reactant: Cl[C:2]1[N:7]=[CH:6][C:5]([O:8][CH2:9][CH:10]2[CH2:15][CH2:14][N:13]([CH2:16][C:17]([F:20])([CH3:19])[CH3:18])[CH2:12][CH2:11]2)=[CH:4][N:3]=1.[CH2:21]([O:23][C:24]([C:26]1[CH:31]=[CH:30][C:29](B(O)O)=[CH:28][C:27]=1[F:35])=[O:25])[CH3:22].C([O-])([O-])=O.[Cs+].[Cs+]. Product: [F:35][C:27]1[CH:28]=[C:29]([C:2]2[N:7]=[CH:6][C:5]([O:8][CH2:9][CH:10]3[CH2:15][CH2:14][N:13]([CH2:16][C:17]([F:20])([CH3:19])[CH3:18])[CH2:12][CH2:11]3)=[CH:4][N:3]=2)[CH:30]=[CH:31][C:26]=1[C:24]([O:23][CH2:21][CH3:22])=[O:25]. The catalyst class is: 263. (6) Reactant: C([Li])CCC.Br[C:7]1[C:16]2[C:11](=[CH:12][CH:13]=[CH:14][CH:15]=2)[CH:10]=[N:9][CH:8]=1.CN(C)[CH:19]=[O:20]. Product: [CH:10]1[C:11]2[C:16](=[CH:15][CH:14]=[CH:13][CH:12]=2)[C:7]([CH:19]=[O:20])=[CH:8][N:9]=1. The catalyst class is: 7. (7) Reactant: [Cl:1][C:2]1[N:3]=[C:4](Cl)[C:5]2[C:10]([F:11])=[CH:9][N:8]([CH2:12][O:13][CH2:14][CH2:15][Si:16]([CH3:19])([CH3:18])[CH3:17])[C:6]=2[N:7]=1.[N+:21]([C:24]1[CH:25]=[C:26]([OH:30])[CH:27]=[CH:28][CH:29]=1)([O-:23])=[O:22].CN(C=O)C.C([O-])([O-])=O.[K+].[K+]. Product: [Cl:1][C:2]1[N:3]=[C:4]([O:30][C:26]2[CH:27]=[CH:28][CH:29]=[C:24]([N+:21]([O-:23])=[O:22])[CH:25]=2)[C:5]2[C:10]([F:11])=[CH:9][N:8]([CH2:12][O:13][CH2:14][CH2:15][Si:16]([CH3:19])([CH3:18])[CH3:17])[C:6]=2[N:7]=1. The catalyst class is: 161. (8) Reactant: C(OC([N:8]1[C:13]2[CH:14]=[C:15]([Cl:19])[C:16](Br)=[CH:17][C:12]=2[O:11][CH:10]([C:20]([N:22]2[CH2:27][CH2:26][C:25]([C:36]#[N:37])([CH2:28][C:29]3[CH:34]=[CH:33][C:32]([F:35])=[CH:31][CH:30]=3)[CH2:24][CH2:23]2)=[O:21])[CH2:9]1)=O)(C)(C)C.[NH:38]1[CH:42]=[CH:41][CH:40]=[CH:39]1.C(=O)([O-])[O-].[Cs+].[Cs+]. Product: [Cl:19][C:15]1[C:16]([N:38]2[CH:42]=[CH:41][CH:40]=[CH:39]2)=[CH:17][C:12]2[O:11][CH:10]([C:20]([N:22]3[CH2:27][CH2:26][C:25]([CH2:28][C:29]4[CH:34]=[CH:33][C:32]([F:35])=[CH:31][CH:30]=4)([C:36]#[N:37])[CH2:24][CH2:23]3)=[O:21])[CH2:9][NH:8][C:13]=2[CH:14]=1. The catalyst class is: 870. (9) Reactant: [CH2:1]([O:8][CH2:9][CH2:10][CH2:11][C@@H:12]([CH2:16][C:17]([O:19][C:20]([CH3:23])([CH3:22])[CH3:21])=[O:18])[C:13]([O-:15])=O)[C:2]1[CH:7]=[CH:6][CH:5]=[CH:4][CH:3]=1.Cl.[CH3:25][NH:26][O:27][CH3:28].C1C=CC2N(O)N=NC=2C=1.C(N(C(C)C)CC)(C)C.CCN=C=NCCCN(C)C.Cl. Product: [CH2:1]([O:8][CH2:9][CH2:10][CH2:11][C@H:12]([C:13](=[O:15])[N:26]([O:27][CH3:28])[CH3:25])[CH2:16][C:17]([O:19][C:20]([CH3:23])([CH3:22])[CH3:21])=[O:18])[C:2]1[CH:3]=[CH:4][CH:5]=[CH:6][CH:7]=1. The catalyst class is: 192. (10) Reactant: [NH2:1][CH2:2][CH2:3][N:4]([CH3:12])[C:5](=[O:11])[O:6][C:7]([CH3:10])([CH3:9])[CH3:8].Cl[C:14]1[N:19]=[C:18]([S:20][C:21]2[CH:26]=[CH:25][C:24]([NH2:27])=[CH:23][CH:22]=2)[CH:17]=[CH:16][N:15]=1. Product: [NH2:27][C:24]1[CH:23]=[CH:22][C:21]([S:20][C:18]2[CH:17]=[CH:16][N:15]=[C:14]([NH:1][CH2:2][CH2:3][N:4]([CH3:12])[C:5](=[O:11])[O:6][C:7]([CH3:8])([CH3:9])[CH3:10])[N:19]=2)=[CH:26][CH:25]=1. The catalyst class is: 218.